This data is from Full USPTO retrosynthesis dataset with 1.9M reactions from patents (1976-2016). The task is: Predict the reactants needed to synthesize the given product. (1) Given the product [CH3:33][C:19]1[N:18]([CH3:17])[C:22]2[CH2:23][CH:24]([C:28]([O:30][CH2:31][CH3:32])=[O:29])[C:25]3[C:12](=[O:14])[CH2:11][C:2]4([NH:1][C:26]=3[C:21]=2[N:20]=1)[CH2:3][C:4]1[C:9](=[CH:8][CH:7]=[CH:6][CH:5]=1)[CH2:10]4, predict the reactants needed to synthesize it. The reactants are: [NH2:1][C:2]1([CH2:11][C:12]([O:14]CC)=O)[CH2:10][C:9]2[C:4](=[CH:5][CH:6]=[CH:7][CH:8]=2)[CH2:3]1.[CH3:17][N:18]1[C:22]2[CH2:23][CH:24]([C:28]([O:30][CH2:31][CH3:32])=[O:29])[CH2:25][C:26](=O)[C:21]=2[N:20]=[C:19]1[CH3:33].O.C1(C)C=CC(S(O)(=O)=O)=CC=1. (2) Given the product [Br:1][C:2]1[C:3]([CH3:22])=[C:4]([CH:19]=[CH:20][CH:21]=1)[CH2:5][O:6][C:7]1[CH:14]=[C:13]([O:15][CH3:16])[C:10]([CH2:11][NH:28][C@H:27]([CH3:29])[C:26]([O:25][CH3:24])=[O:30])=[C:9]([O:17][CH3:18])[CH:8]=1, predict the reactants needed to synthesize it. The reactants are: [Br:1][C:2]1[C:3]([CH3:22])=[C:4]([CH:19]=[CH:20][CH:21]=1)[CH2:5][O:6][C:7]1[CH:14]=[C:13]([O:15][CH3:16])[C:10]([CH:11]=O)=[C:9]([O:17][CH3:18])[CH:8]=1.Cl.[CH3:24][O:25][C:26](=[O:30])[C@@H:27]([CH3:29])[NH2:28].C(O[BH-](OC(=O)C)OC(=O)C)(=O)C.[Na+]. (3) The reactants are: [CH2:1]([S:3](Cl)(=[O:5])=[O:4])[CH3:2].[NH2:7][C:8]1[CH:9]=[C:10]([C:14]2[CH:24]=[CH:23][C:17]3[N:18]([CH3:22])[C:19](=[O:21])[S:20][C:16]=3[CH:15]=2)[CH:11]=[N:12][CH:13]=1. Given the product [CH3:22][N:18]1[C:17]2[CH:23]=[CH:24][C:14]([C:10]3[CH:9]=[C:8]([NH:7][S:3]([CH2:1][CH3:2])(=[O:5])=[O:4])[CH:13]=[N:12][CH:11]=3)=[CH:15][C:16]=2[S:20][C:19]1=[O:21], predict the reactants needed to synthesize it. (4) Given the product [C:1]([OH:4])(=[O:3])[CH3:2].[F:5][C:6]1[C:11]([O:12][CH2:13][CH2:43][CH2:44][OH:45])=[CH:10][C:9]([O:16][CH3:17])=[CH:8][C:7]=1[C@H:18]([NH:31][C:32]1[CH:33]=[CH:34][C:35]([C:36]([NH2:38])=[NH:37])=[CH:39][CH:40]=1)[C:19]1[NH:23][C:22](=[O:24])[N:21]([C:25]2[N:26]=[CH:27][CH:28]=[CH:29][N:30]=2)[N:20]=1, predict the reactants needed to synthesize it. The reactants are: [C:1]([OH:4])(=[O:3])[CH3:2].[F:5][C:6]1[C:11]([O:12][CH2:13]CO)=[CH:10][C:9]([O:16][CH3:17])=[CH:8][C:7]=1[C@H:18]([NH:31][C:32]1[CH:40]=[CH:39][C:35]([C:36]([NH2:38])=[NH:37])=[CH:34][CH:33]=1)[C:19]1[NH:23][C:22](=[O:24])[N:21]([C:25]2[N:30]=[CH:29][CH:28]=[CH:27][N:26]=2)[N:20]=1.BrC[CH2:43][CH2:44][O:45][Si](C(C)(C)C)(C)C.